From a dataset of Forward reaction prediction with 1.9M reactions from USPTO patents (1976-2016). Predict the product of the given reaction. (1) Given the reactants [CH2:1]([OH:34])[C@H:2]1[O:7][C@H:6]([O:8][CH2:9][C@H:10]2[O:15][C@H:14]([O:16][C@@H]([C@H](O)[C@@H](O)C=O)[C@H](O)CO)[C@H:13]([OH:28])[C@@H:12]([OH:29])[C@@H:11]2[OH:30])[C@H:5]([OH:31])[C@@H:4]([OH:32])[C@@H:3]1[OH:33], predict the reaction product. The product is: [CH2:1]([OH:34])[C@H:2]1[O:7][C@H:6]([O:8][CH2:9][C@H:10]2[O:15][CH:14]([OH:16])[C@H:13]([OH:28])[C@@H:12]([OH:29])[C@@H:11]2[OH:30])[C@H:5]([OH:31])[C@@H:4]([OH:32])[C@@H:3]1[OH:33]. (2) Given the reactants [CH:1]1([S:4]([N:7]2[CH2:12][CH2:11][N:10](C(O)=O)[CH2:9][CH2:8]2)(=[O:6])=[O:5])[CH2:3][CH2:2]1.[Cl:16]CCl.Cl, predict the reaction product. The product is: [ClH:16].[CH:1]1([S:4]([N:7]2[CH2:8][CH2:9][NH:10][CH2:11][CH2:12]2)(=[O:5])=[O:6])[CH2:3][CH2:2]1.